From a dataset of Full USPTO retrosynthesis dataset with 1.9M reactions from patents (1976-2016). Predict the reactants needed to synthesize the given product. (1) Given the product [C:39]([O:38][C:36](=[O:37])[N:29]([C@H:30]([C:32](=[O:33])[NH:2][C@@H:3]1[C:9](=[O:10])[N:8]([CH2:11][C:12]2[C:21]3[C:16](=[CH:17][CH:18]=[CH:19][CH:20]=3)[CH:15]=[CH:14][C:13]=2[CH3:22])[C:7]2[CH:23]=[CH:24][C:25]([C:27]#[N:28])=[CH:26][C:6]=2[NH:5][CH2:4]1)[CH3:31])[CH3:35])([CH3:40])([CH3:41])[CH3:42], predict the reactants needed to synthesize it. The reactants are: Cl.[NH2:2][C@@H:3]1[C:9](=[O:10])[N:8]([CH2:11][C:12]2[C:21]3[C:16](=[CH:17][CH:18]=[CH:19][CH:20]=3)[CH:15]=[CH:14][C:13]=2[CH3:22])[C:7]2[CH:23]=[CH:24][C:25]([C:27]#[N:28])=[CH:26][C:6]=2[NH:5][CH2:4]1.[N:29]([C:36]([O:38][C:39]([CH3:42])([CH3:41])[CH3:40])=[O:37])([CH3:35])[C@H:30]([C:32](O)=[O:33])[CH3:31].C1C=CC2N(O)N=NC=2C=1.CCN(C(C)C)C(C)C.CN(C(ON1N=NC2C=CC=CC1=2)=[N+](C)C)C.F[P-](F)(F)(F)(F)F. (2) Given the product [C:1]12([C:11]3[CH:12]=[CH:13][C:14]([O:15][C:16]([CH3:20])([CH3:21])[C:17]([NH:28][CH2:27][CH2:26][N:25]([CH3:29])[CH3:24])=[O:18])=[CH:22][CH:23]=3)[CH2:2][CH:3]3[CH2:4][CH:5]([CH2:6][CH:7]([CH2:9]3)[CH2:8]1)[CH2:10]2, predict the reactants needed to synthesize it. The reactants are: [C:1]12([C:11]3[CH:23]=[CH:22][C:14]([O:15][C:16]([CH3:21])([CH3:20])[C:17](O)=[O:18])=[CH:13][CH:12]=3)[CH2:10][CH:5]3[CH2:6][CH:7]([CH2:9][CH:3]([CH2:4]3)[CH2:2]1)[CH2:8]2.[CH3:24][N:25]([CH3:29])[CH2:26][CH2:27][NH2:28]. (3) Given the product [Br:1][C:2]1[C:3]([O:24][CH3:25])=[C:4]([C:20]([O:22][CH3:23])=[O:21])[C:5]2[N:6]=[CH:7][C:8]([C:31]3[S:32][CH:33]=[CH:34][CH:35]=3)=[N:9][C:10]=2[CH:11]=1, predict the reactants needed to synthesize it. The reactants are: [Br:1][C:2]1[C:3]([O:24][CH3:25])=[C:4]([C:20]([O:22][CH3:23])=[O:21])[C:5]2[N:6]=[CH:7][C:8](OS(C(F)(F)F)(=O)=O)=[N:9][C:10]=2[CH:11]=1.C([Sn](CCCC)(CCCC)[C:31]1[S:32][CH:33]=[CH:34][CH:35]=1)CCC. (4) Given the product [I:1][C:2]1[CH:3]=[C:4]([CH2:8][C:9]([O:11][CH2:12][CH3:13])=[O:10])[CH:5]=[CH:6][CH:7]=1, predict the reactants needed to synthesize it. The reactants are: [I:1][C:2]1[CH:3]=[C:4]([CH2:8][C:9]([OH:11])=[O:10])[CH:5]=[CH:6][CH:7]=1.[CH3:12][CH2:13]OC(C)=O.C([O-])([O-])=O.[Na+].[Na+].O.